From a dataset of Reaction yield outcomes from USPTO patents with 853,638 reactions. Predict the reaction yield, written as a fraction of the theoretical maximum amount of product (1.0 means a 100% yield; for example, 0.34 means a 34% yield). (1) The yield is 0.740. The reactants are C([O:8][C:9]1[CH:19]=[CH:18][C:12]2[C:13]([CH3:17])([CH3:16])[CH2:14][O:15][C:11]=2[CH:10]=1)C1C=CC=CC=1.[H][H]. The product is [CH3:16][C:13]1([CH3:17])[C:12]2[CH:18]=[CH:19][C:9]([OH:8])=[CH:10][C:11]=2[O:15][CH2:14]1. The catalyst is CO.[Pd]. (2) The reactants are [CH3:1][O:2][C:3]([C:5]1[C:6]([C:18]#[C:19][CH2:20][O:21][CH3:22])=[N:7][C:8]([N:12]2[CH2:17][CH2:16][O:15][CH2:14][CH2:13]2)=[CH:9][C:10]=1[CH3:11])=[O:4]. The catalyst is CO.[Pd]. The product is [CH3:1][O:2][C:3]([C:5]1[C:6]([CH2:18][CH2:19][CH2:20][O:21][CH3:22])=[N:7][C:8]([N:12]2[CH2:17][CH2:16][O:15][CH2:14][CH2:13]2)=[CH:9][C:10]=1[CH3:11])=[O:4]. The yield is 0.950. (3) The reactants are [CH:1]([O:4][C:5]([N:7]1[CH2:12][CH2:11][CH:10]([OH:13])[CH2:9][CH2:8]1)=[O:6])([CH3:3])[CH3:2].Cl[C:15]1[C:20]([CH3:21])=[C:19]([O:22][C:23]2[C:24]([CH3:29])=[N:25][CH:26]=[CH:27][CH:28]=2)[N:18]=[CH:17][N:16]=1.CC(C)([O-])C.[K+]. The catalyst is C1COCC1. The product is [CH:1]([O:4][C:5]([N:7]1[CH2:8][CH2:9][CH:10]([O:13][C:15]2[C:20]([CH3:21])=[C:19]([O:22][C:23]3[C:24]([CH3:29])=[N:25][CH:26]=[CH:27][CH:28]=3)[N:18]=[CH:17][N:16]=2)[CH2:11][CH2:12]1)=[O:6])([CH3:3])[CH3:2]. The yield is 0.770. (4) The reactants are [C:1]1([N:7]2[C:15]3[C:10](=[CH:11][CH:12]=[CH:13][CH:14]=3)[C:9]([C:16](OC)=[O:17])=[N:8]2)[CH:6]=[CH:5][CH:4]=[CH:3][CH:2]=1.C1(C)C=CC=CC=1.[H-].C([Al+]CC(C)C)C(C)C.Cl. The catalyst is O1CCCC1.[O-2].[O-2].[Mn+4]. The product is [C:1]1([N:7]2[C:15]3[C:10](=[CH:11][CH:12]=[CH:13][CH:14]=3)[C:9]([CH:16]=[O:17])=[N:8]2)[CH:2]=[CH:3][CH:4]=[CH:5][CH:6]=1. The yield is 0.470. (5) The reactants are O=[C:2]([CH2:9][C:10]([O:12][CH2:13][CH3:14])=[O:11])[CH2:3][C:4](OCC)=[O:5].[NH2:15][NH2:16]. The catalyst is CCO. The product is [O:5]=[C:4]1[NH:16][NH:15][C:2]([CH2:9][C:10]([O:12][CH2:13][CH3:14])=[O:11])=[CH:3]1. The yield is 0.450. (6) The reactants are [CH3:1][O:2][C:3]1[C:11]2[N:10]=[N:9][NH:8][C:7]=2[CH:6]=[CH:5][C:4]=1[C:12]([OH:14])=O.C(N1C=CN=C1)(N1C=CN=C1)=O.[CH2:27]([O:29][C:30](=[O:35])[CH2:31]C(O)=O)[CH3:28].CCN(CC)CC.[Mg+2].[Cl-].[Cl-].C(OC(=O)CC([O-])=O)C.[K+]. The catalyst is C1COCC1.C(#N)C. The product is [CH3:1][O:2][C:3]1[C:11]2[N:10]=[N:9][NH:8][C:7]=2[CH:6]=[CH:5][C:4]=1[C:12](=[O:14])[CH2:31][C:30]([O:29][CH2:27][CH3:28])=[O:35]. The yield is 0.760. (7) The catalyst is O1CCCC1. The product is [CH2:1]([N:8]1[CH2:13][CH2:12][C:11]2([C:14]3[CH:15]=[N:16][CH:17]=[CH:18][C:19]=3[CH2:20][O:22]2)[CH2:10][CH2:9]1)[C:2]1[CH:3]=[CH:4][CH:5]=[CH:6][CH:7]=1. The reactants are [CH2:1]([N:8]1[CH2:13][CH2:12][C:11]([OH:22])([C:14]2[CH:15]=[N:16][CH:17]=[CH:18][C:19]=2[CH2:20]O)[CH2:10][CH2:9]1)[C:2]1[CH:7]=[CH:6][CH:5]=[CH:4][CH:3]=1.C(N(CC)CC)C.CS(Cl)(=O)=O. The yield is 0.570. (8) The reactants are [Cl:1][C:2]1[C:3]([O:25][CH:26]([CH3:28])[CH3:27])=[N:4][CH:5]=[C:6]([C:8]2[S:12][N:11]=[C:10]([C:13]3[CH:18]=[CH:17][CH:16]=[C:15](/[CH:19]=[CH:20]/[O:21]C)[C:14]=3[CH2:23][CH3:24])[N:9]=2)[CH:7]=1.Cl. The catalyst is O1CCCC1. The product is [Cl:1][C:2]1[CH:7]=[C:6]([C:8]2[S:12][N:11]=[C:10]([C:13]3[C:14]([CH2:23][CH3:24])=[C:15]([CH2:19][CH:20]=[O:21])[CH:16]=[CH:17][CH:18]=3)[N:9]=2)[CH:5]=[N:4][C:3]=1[O:25][CH:26]([CH3:28])[CH3:27]. The yield is 1.03. (9) The reactants are [Cl:1][C:2]1[CH:12]=[C:11]([NH:13]CC2C=CC(OC)=CC=2OC)[C:5]([C:6]([O:8][CH2:9][CH3:10])=[O:7])=[CH:4][N:3]=1. The catalyst is C(O)(C(F)(F)F)=O. The product is [NH2:13][C:11]1[C:5]([C:6]([O:8][CH2:9][CH3:10])=[O:7])=[CH:4][N:3]=[C:2]([Cl:1])[CH:12]=1. The yield is 0.610.